The task is: Predict the reaction yield, written as a fraction of the theoretical maximum amount of product (1.0 means a 100% yield; for example, 0.34 means a 34% yield).. This data is from Reaction yield outcomes from USPTO patents with 853,638 reactions. (1) The reactants are [CH2:1]([O:19][CH:20]1[CH:25]([O:26][CH2:27][CH2:28][CH2:29][CH2:30][CH2:31][CH2:32][CH2:33][CH2:34][CH2:35][CH2:36][CH2:37][CH2:38][CH2:39][CH2:40][CH2:41][CH2:42][CH2:43][CH3:44])[CH:24]([O:45][CH2:46][CH2:47][CH2:48][CH2:49][CH2:50][CH2:51][CH2:52][CH2:53][CH2:54][CH2:55][CH2:56][CH2:57][CH2:58][CH2:59][CH2:60][CH2:61][CH2:62][CH3:63])[CH2:23][CH:22]([CH2:64][O:65][C:66]2[CH:78]=[CH:77][C:76]3[C:75]4[C:70](=[CH:71][CH:72]=[CH:73][CH:74]=4)[C:69](=[O:79])[C:68]=3[CH:67]=2)[CH2:21]1)[CH2:2][CH2:3][CH2:4][CH2:5][CH2:6][CH2:7][CH2:8][CH2:9][CH2:10][CH2:11][CH2:12][CH2:13][CH2:14][CH2:15][CH2:16][CH2:17][CH3:18].[Cl:80][C:81]1[CH:86]=[CH:85][C:84]([Mg]Br)=[CH:83][CH:82]=1. The catalyst is C1COCC1. The product is [Cl:80][C:81]1[CH:86]=[CH:85][C:84]([C:69]2([OH:79])[C:68]3[CH:67]=[C:66]([O:65][CH2:64][CH:22]4[CH2:21][CH:20]([O:19][CH2:1][CH2:2][CH2:3][CH2:4][CH2:5][CH2:6][CH2:7][CH2:8][CH2:9][CH2:10][CH2:11][CH2:12][CH2:13][CH2:14][CH2:15][CH2:16][CH2:17][CH3:18])[CH:25]([O:26][CH2:27][CH2:28][CH2:29][CH2:30][CH2:31][CH2:32][CH2:33][CH2:34][CH2:35][CH2:36][CH2:37][CH2:38][CH2:39][CH2:40][CH2:41][CH2:42][CH2:43][CH3:44])[CH:24]([O:45][CH2:46][CH2:47][CH2:48][CH2:49][CH2:50][CH2:51][CH2:52][CH2:53][CH2:54][CH2:55][CH2:56][CH2:57][CH2:58][CH2:59][CH2:60][CH2:61][CH2:62][CH3:63])[CH2:23]4)[CH:78]=[CH:77][C:76]=3[C:75]3[C:70]2=[CH:71][CH:72]=[CH:73][CH:74]=3)=[CH:83][CH:82]=1. The yield is 0.940. (2) The reactants are [CH2:1]([S:5][C:6]1[C:11]([CH2:12]O)=[CH:10][CH:9]=[CH:8][N:7]=1)[CH2:2][CH2:3][CH3:4].O=S(Cl)[Cl:16]. The catalyst is CC#N. The product is [CH2:1]([S:5][C:6]1[C:11]([CH2:12][Cl:16])=[CH:10][CH:9]=[CH:8][N:7]=1)[CH2:2][CH2:3][CH3:4]. The yield is 0.820. (3) The reactants are [CH3:1][C:2]1[C:6]([C:7]2[C:15]3[C:10](=[CH:11][C:12]([F:16])=[CH:13][CH:14]=3)[N:9]([S:17]([C:20]3[CH:25]=[CH:24][CH:23]=[CH:22][CH:21]=3)(=[O:19])=[O:18])[CH:8]=2)=[C:5]([CH3:26])[NH:4][N:3]=1.C([O-])([O-])=O.[Cs+].[Cs+].CS(O[CH2:38][CH:39]1[CH2:44][CH2:43][N:42]([C:45]([O:47][C:48]([CH3:51])([CH3:50])[CH3:49])=[O:46])[CH2:41][CH2:40]1)(=O)=O. The catalyst is CN(C=O)C.O. The product is [F:16][C:12]1[CH:11]=[C:10]2[C:15]([C:7]([C:6]3[C:5]([CH3:26])=[N:4][N:3]([CH2:38][CH:39]4[CH2:44][CH2:43][N:42]([C:45]([O:47][C:48]([CH3:49])([CH3:51])[CH3:50])=[O:46])[CH2:41][CH2:40]4)[C:2]=3[CH3:1])=[CH:8][N:9]2[S:17]([C:20]2[CH:21]=[CH:22][CH:23]=[CH:24][CH:25]=2)(=[O:19])=[O:18])=[CH:14][CH:13]=1. The yield is 0.980. (4) The reactants are [C:1]([NH:5][S:6]([C:9]1[CH:10]=[N:11][N:12]2[C:17]([NH:18][C:19]3[CH:24]=[CH:23][C:22]([Cl:25])=[C:21]([Cl:26])[CH:20]=3)=[C:16]([C:27](OCC)=[O:28])[CH:15]=[N:14][C:13]=12)(=[O:8])=[O:7])([CH3:4])([CH3:3])[CH3:2].[F:32][C:33]1[CH:38]=[CH:37][C:36]([CH:39]2[CH2:44][CH2:43][NH:42][CH2:41][CH2:40]2)=[CH:35][CH:34]=1. No catalyst specified. The product is [C:1]([NH:5][S:6]([C:9]1[CH:10]=[N:11][N:12]2[C:17]([NH:18][C:19]3[CH:24]=[CH:23][C:22]([Cl:25])=[C:21]([Cl:26])[CH:20]=3)=[C:16]([C:27]([N:42]3[CH2:43][CH2:44][CH:39]([C:36]4[CH:35]=[CH:34][C:33]([F:32])=[CH:38][CH:37]=4)[CH2:40][CH2:41]3)=[O:28])[CH:15]=[N:14][C:13]=12)(=[O:8])=[O:7])([CH3:3])([CH3:4])[CH3:2]. The yield is 0.320. (5) The reactants are C([O-])(O)=O.[Na+].[CH:6]1([C:9]2[C:14]([N+:15]([O-:17])=[O:16])=[CH:13][C:12]([N+:18]([O-])=O)=[CH:11][C:10]=2[C:21]([F:24])([F:23])[F:22])[CH2:8][CH2:7]1.C(OCC)(=O)C. The catalyst is CO.O. The product is [CH:6]1([C:9]2[C:14]([N+:15]([O-:17])=[O:16])=[CH:13][C:12]([NH2:18])=[CH:11][C:10]=2[C:21]([F:22])([F:23])[F:24])[CH2:7][CH2:8]1. The yield is 0.500. (6) The reactants are OC1C=CC=C2C=1[CH2:4][N:5]([CH:12]1[CH2:17][CH2:16][C:15](=[O:18])[NH:14][C:13]1=[O:19])[C:6]2=[O:11].[C:33]1(P([C:33]2[CH:38]=[CH:37][CH:36]=[CH:35][CH:34]=2)[C:33]2[CH:38]=[CH:37][CH:36]=[CH:35][CH:34]=2)[CH:38]=[CH:37][CH:36]=[CH:35][CH:34]=1.N(C(OC(C)C)=O)=N[C:41](OC(C)C)=[O:42].[N:53]1([CH2:59][C:60]2[CH:65]=[CH:64][C:63]([CH2:66][OH:67])=[CH:62][CH:61]=2)[CH2:58][CH2:57][O:56][CH2:55][CH2:54]1. The catalyst is C1COCC1. The product is [CH3:41][O:42][C:15](=[O:18])[CH2:16][CH2:17][CH:12]([C:13](=[O:19])[NH2:14])[N:5]1[CH2:4][C:34]2[C:33](=[CH:38][CH:37]=[CH:36][C:35]=2[O:67][CH2:66][C:63]2[CH:64]=[CH:65][C:60]([CH2:59][N:53]3[CH2:58][CH2:57][O:56][CH2:55][CH2:54]3)=[CH:61][CH:62]=2)[C:6]1=[O:11]. The yield is 0.540. (7) The reactants are [C:1]([NH:18][C:19]([NH2:21])=[S:20])([O:3][CH2:4][CH:5]1[C:17]2[C:12](=[CH:13][CH:14]=[CH:15][CH:16]=2)[C:11]2[C:6]1=[CH:7][CH:8]=[CH:9][CH:10]=2)=[O:2].Br[CH2:23][C:24](=O)[C:25]([OH:27])=[O:26]. The catalyst is O1CCOCC1. The product is [C:1]([N:18]1[C:24]([C:25]([OH:27])=[O:26])=[CH:23][S:20][CH:19]1[NH2:21])([O:3][CH2:4][CH:5]1[C:6]2[C:11](=[CH:10][CH:9]=[CH:8][CH:7]=2)[C:12]2[C:17]1=[CH:16][CH:15]=[CH:14][CH:13]=2)=[O:2]. The yield is 0.970.